Dataset: Full USPTO retrosynthesis dataset with 1.9M reactions from patents (1976-2016). Task: Predict the reactants needed to synthesize the given product. Given the product [C:32]([O:36][C:37](=[O:49])[CH2:38][O:39][C:40]1[CH:45]=[CH:44][C:43]([Cl:46])=[CH:42][C:41]=1[C:47]#[C:48][C:51]1[CH:56]=[CH:55][C:54]([C:57]2[CH:62]=[CH:61][C:60]([O:63][CH3:64])=[CH:59][CH:58]=2)=[C:53]([S:65]([CH3:68])(=[O:66])=[O:67])[CH:52]=1)([CH3:35])([CH3:34])[CH3:33], predict the reactants needed to synthesize it. The reactants are: C(OC(=O)COC1C=CC(Cl)=CC=1C#CC1C=C(S(CCC)(=O)=O)C=CC=1F)(C)(C)C.[C:32]([O:36][C:37](=[O:49])[CH2:38][O:39][C:40]1[CH:45]=[CH:44][C:43]([Cl:46])=[CH:42][C:41]=1[C:47]#[CH:48])([CH3:35])([CH3:34])[CH3:33].Br[C:51]1[CH:56]=[CH:55][C:54]([C:57]2[CH:62]=[CH:61][C:60]([O:63][CH3:64])=[CH:59][CH:58]=2)=[C:53]([S:65]([CH3:68])(=[O:67])=[O:66])[CH:52]=1.